This data is from Forward reaction prediction with 1.9M reactions from USPTO patents (1976-2016). The task is: Predict the product of the given reaction. (1) Given the reactants [CH2:1]([O:3][CH2:4][C:5]([OH:7])=O)[CH3:2].CN(C=O)C.C(Cl)(=O)C(Cl)=O.Cl.[CH3:20][O:21][NH:22][CH3:23].C([O-])([O-])=O.[K+].[K+], predict the reaction product. The product is: [CH3:20][O:21][N:22]([CH3:23])[C:5](=[O:7])[CH2:4][O:3][CH2:1][CH3:2]. (2) Given the reactants O.O.O.O.O.O.O.O.O.[N+:10]([O-:13])([O-:12])=[O:11].[Al+3:14].[N+:15]([O-:18])([O-:17])=[O:16].[N+:19]([O-:22])([O-:21])=[O:20], predict the reaction product. The product is: [N+:10]([O-:13])([O-:12])=[O:11].[Al+3:14].[N+:15]([O-:18])([O-:17])=[O:16].[N+:19]([O-:22])([O-:21])=[O:20]. (3) Given the reactants [Cl:1][C:2]1[CH:7]=[CH:6][C:5]([O:8][C:9](=[O:27])[N:10]([C@H:12]2[CH2:17][CH2:16][C@H:15]([C:18]#[C:19][CH2:20][N:21]([CH2:25][CH3:26])[CH2:22][CH2:23][OH:24])[CH2:14][CH2:13]2)[CH3:11])=[CH:4][CH:3]=1, predict the reaction product. The product is: [Cl:1][C:2]1[CH:3]=[CH:4][C:5]([O:8][C:9](=[O:27])[N:10]([C@H:12]2[CH2:13][CH2:14][C@H:15]([CH2:18][CH2:19][CH2:20][N:21]([CH2:25][CH3:26])[CH2:22][CH2:23][OH:24])[CH2:16][CH2:17]2)[CH3:11])=[CH:6][CH:7]=1. (4) Given the reactants [CH2:1]([O:8][C:9]1[CH:14]=[CH:13][C:12]([OH:15])=[CH:11][CH:10]=1)[C:2]1C=CC=CC=1.BrC1[CH:18]=[N:19][CH:20]=[N:21]C=1.C([O-])([O-])=O.[Cs+].[Cs+], predict the reaction product. The product is: [OH:15][C:12]1[CH:11]=[CH:10][C:9]([O:8][C:1]2[CH:2]=[N:21][CH:20]=[N:19][CH:18]=2)=[CH:14][CH:13]=1. (5) Given the reactants F[C:2]1[CH:7]=[CH:6][C:5]([S:8]([NH:11][CH2:12][C:13]([F:16])([F:15])[F:14])(=[O:10])=[O:9])=[CH:4][C:3]=1[N+:17]([O-:19])=[O:18].C([O-])([O-])=O.[K+].[K+].[CH2:26]([SH:28])[CH3:27].O, predict the reaction product. The product is: [CH2:26]([S:28][C:2]1[CH:7]=[CH:6][C:5]([S:8]([NH:11][CH2:12][C:13]([F:16])([F:15])[F:14])(=[O:10])=[O:9])=[CH:4][C:3]=1[N+:17]([O-:19])=[O:18])[CH3:27]. (6) Given the reactants Cl.[NH2:2][CH2:3][C:4]1[CH:13]=[CH:12][CH:11]=[C:10]2[C:5]=1[C:6](=[O:23])[N:7]([CH:15]1[CH2:20][CH2:19][C:18](=[O:21])[NH:17][C:16]1=[O:22])[C:8]([CH3:14])=[N:9]2.[C:24]1([CH2:30][C:31](Cl)=[O:32])[CH:29]=[CH:28][CH:27]=[CH:26][CH:25]=1.C(N(CC)C(C)C)(C)C, predict the reaction product. The product is: [O:22]=[C:16]1[CH:15]([N:7]2[C:6](=[O:23])[C:5]3[C:10](=[CH:11][CH:12]=[CH:13][C:4]=3[CH2:3][NH:2][C:31](=[O:32])[CH2:30][C:24]3[CH:29]=[CH:28][CH:27]=[CH:26][CH:25]=3)[N:9]=[C:8]2[CH3:14])[CH2:20][CH2:19][C:18](=[O:21])[NH:17]1. (7) Given the reactants [CH2:1]([O:3][C:4]([N:6]1[CH2:11][CH2:10][C:9]2[C:12]([C:16]#[N:17])=[C:13]([NH2:15])[S:14][C:8]=2[CH2:7]1)=[O:5])[CH3:2].[C:18](Cl)(=[O:25])[C:19]1[CH:24]=[CH:23][CH:22]=[CH:21][CH:20]=1, predict the reaction product. The product is: [CH2:1]([O:3][C:4]([N:6]1[CH2:11][CH2:10][C:9]2[C:12]([C:16]#[N:17])=[C:13]([NH:15][C:18](=[O:25])[C:19]3[CH:24]=[CH:23][CH:22]=[CH:21][CH:20]=3)[S:14][C:8]=2[CH2:7]1)=[O:5])[CH3:2]. (8) Given the reactants I[C:2]1[CH:12]=[CH:11][C:5]([C:6]([O:8][CH2:9][CH3:10])=[O:7])=[CH:4][CH:3]=1.[CH2:13]([OH:16])[CH:14]=[CH2:15].C(=O)([O-])O.[K+], predict the reaction product. The product is: [O:16]=[CH:13][CH2:14][CH2:15][C:2]1[CH:12]=[CH:11][C:5]([C:6]([O:8][CH2:9][CH3:10])=[O:7])=[CH:4][CH:3]=1. (9) Given the reactants [CH2:1]([N:3]1[C:11]2[C:6](=[CH:7][CH:8]=[CH:9][CH:10]=2)[CH:5]=[C:4]1[CH3:12])[CH3:2].[Cl-].C[Al+]C.[CH3:17][C:18]1[C:27]2[C:22](=[CH:23][CH:24]=[CH:25][CH:26]=2)[C:21]([C:28](Cl)=[O:29])=[CH:20][CH:19]=1, predict the reaction product. The product is: [CH2:1]([N:3]1[C:11]2[C:6](=[CH:7][CH:8]=[CH:9][CH:10]=2)[C:5]([C:28]([C:21]2[C:22]3[C:27](=[CH:26][CH:25]=[CH:24][CH:23]=3)[C:18]([CH3:17])=[CH:19][CH:20]=2)=[O:29])=[C:4]1[CH3:12])[CH3:2].